This data is from Forward reaction prediction with 1.9M reactions from USPTO patents (1976-2016). The task is: Predict the product of the given reaction. (1) Given the reactants [NH2:1][CH2:2][C@@H:3]1[C@H:8]([CH3:9])[CH2:7][CH2:6][CH2:5][N:4]1[C:10]([C:12]1[CH:17]=[C:16]([F:18])[CH:15]=[CH:14][C:13]=1[N:19]1[N:23]=[CH:22][CH:21]=[N:20]1)=[O:11].Cl[C:25]1[N:26]=[N:27][C:28]([C:31]([F:34])([F:33])[F:32])=[CH:29][CH:30]=1, predict the reaction product. The product is: [F:18][C:16]1[CH:15]=[CH:14][C:13]([N:19]2[N:23]=[CH:22][CH:21]=[N:20]2)=[C:12]([C:10]([N:4]2[CH2:5][CH2:6][CH2:7][C@@H:8]([CH3:9])[C@H:3]2[CH2:2][NH:1][C:25]2[N:26]=[N:27][C:28]([C:31]([F:34])([F:33])[F:32])=[CH:29][CH:30]=2)=[O:11])[CH:17]=1. (2) The product is: [ClH:34].[CH3:32][O:31][C:28]1[CH:29]=[CH:30][C:25]([C:22]2[CH:21]=[CH:20][C:19]([NH:18][CH2:17][C:15]3[CH:16]=[C:12]([C:10]([OH:11])=[O:9])[O:13][C:14]=3[CH3:33])=[CH:24][CH:23]=2)=[N:26][CH:27]=1. Given the reactants FC(F)(F)C(O)=O.C[O:9][C:10]([C:12]1[O:13][C:14]([CH3:33])=[C:15]([CH2:17][NH:18][C:19]2[CH:24]=[CH:23][C:22]([C:25]3[CH:30]=[CH:29][C:28]([O:31][CH3:32])=[CH:27][N:26]=3)=[CH:21][CH:20]=2)[CH:16]=1)=[O:11].[ClH:34], predict the reaction product.